This data is from Forward reaction prediction with 1.9M reactions from USPTO patents (1976-2016). The task is: Predict the product of the given reaction. (1) Given the reactants [I:1][C:2]1[CH:7]=[CH:6][C:5]([N:8]2[CH2:13][CH2:12][C:11]3[C:14]([C:25]([O:27]CC)=O)=[N:15][N:16]([C:17]4[CH:22]=[CH:21][C:20]([O:23][CH3:24])=[CH:19][CH:18]=4)[C:10]=3[C:9]2=[O:30])=[CH:4][CH:3]=1.O.[NH3:32], predict the reaction product. The product is: [I:1][C:2]1[CH:7]=[CH:6][C:5]([N:8]2[CH2:13][CH2:12][C:11]3[C:14]([C:25]([NH2:32])=[O:27])=[N:15][N:16]([C:17]4[CH:18]=[CH:19][C:20]([O:23][CH3:24])=[CH:21][CH:22]=4)[C:10]=3[C:9]2=[O:30])=[CH:4][CH:3]=1. (2) Given the reactants Cl[C:2]1[N:3]=[CH:4][C:5]([CH2:8][OH:9])=[N:6][CH:7]=1.C(=O)([O-])[O-].[K+].[K+].[NH:16]1[CH2:21][CH2:20][CH2:19][CH2:18][CH2:17]1.O, predict the reaction product. The product is: [N:16]1([C:2]2[N:3]=[CH:4][C:5]([CH2:8][OH:9])=[N:6][CH:7]=2)[CH2:21][CH2:20][CH2:19][CH2:18][CH2:17]1.